This data is from Reaction yield outcomes from USPTO patents with 853,638 reactions. The task is: Predict the reaction yield, written as a fraction of the theoretical maximum amount of product (1.0 means a 100% yield; for example, 0.34 means a 34% yield). The reactants are [O:1]1[CH2:6][CH2:5][N:4]([C:7]2[N:12]=[C:11]([N:13]3[CH2:18][CH2:17][O:16][CH2:15][CH2:14]3)[N:10]=[C:9]([C:19]3[CH:26]=[CH:25][C:22]([C:23]#[N:24])=[CH:21][CH:20]=3)[N:8]=2)[CH2:3][CH2:2]1.[N-:27]=[N+:28]=[N-:29].[Na+].Cl.C(N(CC)CC)C. The catalyst is CN(C=O)C. The product is [N:4]1([C:7]2[N:12]=[C:11]([N:13]3[CH2:14][CH2:15][O:16][CH2:17][CH2:18]3)[N:10]=[C:9]([C:19]3[CH:20]=[CH:21][C:22]([C:23]4[N:27]=[N:28][NH:29][N:24]=4)=[CH:25][CH:26]=3)[N:8]=2)[CH2:5][CH2:6][O:1][CH2:2][CH2:3]1. The yield is 0.970.